Task: Predict the reaction yield, written as a fraction of the theoretical maximum amount of product (1.0 means a 100% yield; for example, 0.34 means a 34% yield).. Dataset: Reaction yield outcomes from USPTO patents with 853,638 reactions The reactants are [Br:1][C:2]1[CH:3]=[C:4]([F:19])[C:5]([Cl:18])=[C:6]([O:8][C:9]2[C:14]([F:15])=[C:13]([CH3:16])[CH:12]=[CH:11][C:10]=2[Cl:17])[CH:7]=1.C1C(=O)N([Br:27])C(=O)C1. The catalyst is C(Cl)(Cl)(Cl)Cl. The product is [Br:1][C:2]1[CH:3]=[C:4]([F:19])[C:5]([Cl:18])=[C:6]([O:8][C:9]2[C:14]([F:15])=[C:13]([CH2:16][Br:27])[CH:12]=[CH:11][C:10]=2[Cl:17])[CH:7]=1. The yield is 0.624.